This data is from Reaction yield outcomes from USPTO patents with 853,638 reactions. The task is: Predict the reaction yield, written as a fraction of the theoretical maximum amount of product (1.0 means a 100% yield; for example, 0.34 means a 34% yield). (1) The reactants are [CH:1]1[C:6]([CH:7]=[O:8])=[CH:5][C:4]2[O:9][CH2:10][O:11][C:3]=2[CH:2]=1.[CH2:12]1[O:20][C:19]2[C:14](=[CH:15][CH:16]=[C-:17][CH:18]=2)[O:13]1.[Mg+2].[Br-]. The catalyst is ClCCl. The product is [CH2:10]1[O:11][C:3]2[CH:2]=[CH:1][C:6]([CH:7]([C:17]3[CH:16]=[CH:15][C:14]4[O:13][CH2:12][O:20][C:19]=4[CH:18]=3)[OH:8])=[CH:5][C:4]=2[O:9]1. The yield is 0.870. (2) The reactants are C([O:3][C:4](=[O:20])[CH:5]([O:17][CH2:18][CH3:19])[CH2:6][C:7]1[CH:8]=[C:9]2[C:13](=[CH:14][CH:15]=1)[NH:12][C:11]([CH3:16])=[CH:10]2)C.Cl[CH2:22][C:23]1[N:24]=[C:25]([C:28]2[CH:33]=[CH:32][CH:31]=[CH:30][CH:29]=2)[S:26][CH:27]=1.[H-].[Na+]. The catalyst is CN(C)C=O.O. The product is [CH2:18]([O:17][CH:5]([CH2:6][C:7]1[CH:8]=[C:9]2[C:13](=[CH:14][CH:15]=1)[N:12]([CH2:22][C:23]1[N:24]=[C:25]([C:28]3[CH:29]=[CH:30][CH:31]=[CH:32][CH:33]=3)[S:26][CH:27]=1)[C:11]([CH3:16])=[CH:10]2)[C:4]([OH:3])=[O:20])[CH3:19]. The yield is 0.900.